Dataset: Catalyst prediction with 721,799 reactions and 888 catalyst types from USPTO. Task: Predict which catalyst facilitates the given reaction. (1) Reactant: [CH3:1][S:2](Cl)(=[O:4])=[O:3].[NH2:6][C:7]1[CH:12]=[CH:11][C:10]([N:13]2[C:17]([C:18]([F:21])([F:20])[F:19])=[C:16]([C:22]([O:24][CH2:25][CH3:26])=[O:23])[CH:15]=[N:14]2)=[CH:9][CH:8]=1.C(N(CC)CC)C. Product: [CH3:1][S:2]([NH:6][C:7]1[CH:8]=[CH:9][C:10]([N:13]2[C:17]([C:18]([F:21])([F:20])[F:19])=[C:16]([C:22]([O:24][CH2:25][CH3:26])=[O:23])[CH:15]=[N:14]2)=[CH:11][CH:12]=1)(=[O:4])=[O:3]. The catalyst class is: 1. (2) The catalyst class is: 65. Reactant: C(O[CH:4](OCC)[C:5](=[NH:15])[NH:6][CH2:7][C:8]1[CH:13]=[CH:12][CH:11]=[C:10]([F:14])[CH:9]=1)C. Product: [F:14][C:10]1[CH:9]=[C:8]2[C:13]([CH:4]=[C:5]([NH2:15])[N:6]=[CH:7]2)=[CH:12][CH:11]=1.